From a dataset of Forward reaction prediction with 1.9M reactions from USPTO patents (1976-2016). Predict the product of the given reaction. Given the reactants [Br:1][C:2]1[CH:11]=[CH:10][CH:9]=[C:8]2[C:3]=1[CH:4]=[CH:5][CH:6]=[C:7]2[CH2:12]O.N1C=CC=CC=1.P(Br)(Br)[Br:21], predict the reaction product. The product is: [Br:1][C:2]1[C:3]2[C:8](=[C:7]([CH2:12][Br:21])[CH:6]=[CH:5][CH:4]=2)[CH:9]=[CH:10][CH:11]=1.